Task: Predict the reaction yield, written as a fraction of the theoretical maximum amount of product (1.0 means a 100% yield; for example, 0.34 means a 34% yield).. Dataset: Reaction yield outcomes from USPTO patents with 853,638 reactions (1) The catalyst is C1C=CC([P]([Pd]([P](C2C=CC=CC=2)(C2C=CC=CC=2)C2C=CC=CC=2)([P](C2C=CC=CC=2)(C2C=CC=CC=2)C2C=CC=CC=2)[P](C2C=CC=CC=2)(C2C=CC=CC=2)C2C=CC=CC=2)(C2C=CC=CC=2)C2C=CC=CC=2)=CC=1.O.O1CCOCC1. The reactants are Cl[C:2]1[CH:7]=[CH:6][C:5]([N+:8]([O-:10])=[O:9])=[C:4]([F:11])[CH:3]=1.[F:12][C:13]([F:24])([F:23])[C:14]1[CH:19]=[CH:18][C:17](B(O)O)=[CH:16][CH:15]=1.C(=O)([O-])[O-].[Na+].[Na+]. The product is [F:11][C:4]1[CH:3]=[C:2]([C:17]2[CH:18]=[CH:19][C:14]([C:13]([F:24])([F:23])[F:12])=[CH:15][CH:16]=2)[CH:7]=[CH:6][C:5]=1[N+:8]([O-:10])=[O:9]. The yield is 0.410. (2) The reactants are [CH:1]1[C:10]2CCCC[C:5]=2[CH:4]=[CH:3][C:2]=1[C:11](=[O:13])[CH3:12].[C:14]([OH:17])(=O)C.[Br:18]Br. No catalyst specified. The product is [Br:18][CH2:12][C:11]([C:2]1[CH:3]=[CH:4][CH:5]=[C:10]([O:17][CH3:14])[CH:1]=1)=[O:13]. The yield is 0.260. (3) The reactants are O=C1C2C(=CC=CC=2)C(=O)[N:3]1[CH2:12][CH:13]1[CH2:18][N:17]2[N:19]=[C:20]([C:25]3[CH:30]=[CH:29][C:28]([O:31][C:32]4[CH:37]=[CH:36][CH:35]=[CH:34][CH:33]=4)=[CH:27][CH:26]=3)[C:21]([C:22]([NH2:24])=[O:23])=[C:16]2[NH:15][CH2:14]1.O.NN. The catalyst is CO. The product is [NH2:3][CH2:12][CH:13]1[CH2:18][N:17]2[N:19]=[C:20]([C:25]3[CH:30]=[CH:29][C:28]([O:31][C:32]4[CH:37]=[CH:36][CH:35]=[CH:34][CH:33]=4)=[CH:27][CH:26]=3)[C:21]([C:22]([NH2:24])=[O:23])=[C:16]2[NH:15][CH2:14]1. The yield is 0.430. (4) The product is [CH3:1][N:2]1[C:10]2[C:5](=[CH:6][CH:7]=[CH:8][CH:9]=2)[C:4]([CH2:11][NH:12][C:13]2[CH:18]=[CH:17][CH:16]=[CH:15][C:14]=2[NH2:19])=[CH:3]1. The reactants are [CH3:1][N:2]1[C:10]2[C:5](=[CH:6][CH:7]=[CH:8][CH:9]=2)[C:4]([CH2:11][NH:12][C:13]2[CH:18]=[CH:17][CH:16]=[CH:15][C:14]=2[N+:19]([O-])=O)=[CH:3]1.[H][H]. The catalyst is C(O)C.[Pd]. The yield is 0.900. (5) The product is [F:1][C:2]1[CH:3]=[C:4]([C:8]2[CH:12]=[C:11]([NH:13][C:14](=[O:40])[O:15][CH2:16][C@@H:17]([N:26]([CH3:39])[C:27]([NH:29][CH2:30][C:31]3[CH:36]=[CH:35][CH:34]=[C:33]([F:37])[C:32]=3[Cl:38])=[O:28])[CH2:18][C:19]([F:24])([F:25])[CH2:20][NH2:21])[O:10][N:9]=2)[CH:5]=[CH:6][CH:7]=1. The reactants are [F:1][C:2]1[CH:3]=[C:4]([C:8]2[CH:12]=[C:11]([NH:13][C:14](=[O:40])[O:15][CH2:16][C@@H:17]([N:26]([CH3:39])[C:27]([NH:29][CH2:30][C:31]3[CH:36]=[CH:35][CH:34]=[C:33]([F:37])[C:32]=3[Cl:38])=[O:28])[CH2:18][C:19]([F:25])([F:24])[CH2:20][N:21]=[N+]=[N-])[O:10][N:9]=2)[CH:5]=[CH:6][CH:7]=1.[H][H]. The yield is 0.540. The catalyst is CO.[Pd].